This data is from Full USPTO retrosynthesis dataset with 1.9M reactions from patents (1976-2016). The task is: Predict the reactants needed to synthesize the given product. (1) Given the product [CH3:1][O:2][C:3](=[O:17])[C:4]1[CH:9]=[CH:8][CH:7]=[C:6]([O:10][CH:11]2[CH2:16][CH2:15][N:14]([CH:26]([CH3:28])[CH3:27])[CH2:13][CH2:12]2)[CH:5]=1, predict the reactants needed to synthesize it. The reactants are: [CH3:1][O:2][C:3](=[O:17])[C:4]1[CH:9]=[CH:8][CH:7]=[C:6]([O:10][CH:11]2[CH2:16][CH2:15][NH:14][CH2:13][CH2:12]2)[CH:5]=1.CCN(CC)CC.I[CH:26]([CH3:28])[CH3:27]. (2) Given the product [O:30]=[C:31]1[O:37][C@H:36]([C@H:38]([CH2:40][OH:41])[OH:39])[C:34]([OH:35])=[C:32]1[OH:33].[CH2:1]([N:5]([CH3:29])[CH2:6][CH2:7][CH2:8][CH2:9][CH2:10][N:11]1[C:19]2[C:14](=[CH:15][CH:16]=[CH:17][CH:18]=2)[C:13]2[CH2:20][CH2:21][S:22][C:23]3[CH:28]=[CH:27][CH:26]=[CH:25][C:24]=3[C:12]1=2)[CH2:2][CH2:3][CH3:4], predict the reactants needed to synthesize it. The reactants are: [CH2:1]([N:5]([CH3:29])[CH2:6][CH2:7][CH2:8][CH2:9][CH2:10][N:11]1[C:19]2[C:14](=[CH:15][CH:16]=[CH:17][CH:18]=2)[C:13]2[CH2:20][CH2:21][S:22][C:23]3[CH:28]=[CH:27][CH:26]=[CH:25][C:24]=3[C:12]1=2)[CH2:2][CH2:3][CH3:4].[O:30]=[C:31]1[O:37][C@H:36]([C@H:38]([CH2:40][OH:41])[OH:39])[C:34]([OH:35])=[C:32]1[OH:33]. (3) Given the product [CH3:8][C:4]1[CH:5]=[CH:6][CH:7]=[C:2]([CH3:1])[C:3]=1[CH2:9][N:10]1[C:14]([C:15]([OH:17])=[O:16])=[CH:13][C:12]([B:19]2[O:20][C:21]([CH3:27])([CH3:26])[C:22]([CH3:25])([CH3:24])[O:23]2)=[N:11]1, predict the reactants needed to synthesize it. The reactants are: [CH3:1][C:2]1[CH:7]=[CH:6][CH:5]=[C:4]([CH3:8])[C:3]=1[CH2:9][N:10]1[C:14]([C:15]([O:17]C)=[O:16])=[CH:13][C:12]([B:19]2[O:23][C:22]([CH3:25])([CH3:24])[C:21]([CH3:27])([CH3:26])[O:20]2)=[N:11]1.[OH-].[Na+]. (4) Given the product [Br:37][C:31]1[CH:30]=[C:29]([CH:24]([CH3:23])[C:25]([O:27][CH3:39])=[O:26])[CH:34]=[C:33]([Br:35])[C:32]=1[O:36][C:15]1[CH:16]=[CH:17][C:18]([O:21][CH3:22])=[CH:19][CH:20]=1, predict the reactants needed to synthesize it. The reactants are: F[B-](F)(F)F.[CH3:22][O:21][C:18]1[CH:19]=[CH:20][C:15]([I+][C:15]2[CH:20]=[CH:19][C:18]([O:21][CH3:22])=[CH:17][CH:16]=2)=[CH:16][CH:17]=1.[CH3:23][C:24]([C:29]1[CH:34]=[C:33]([Br:35])[C:32]([OH:36])=[C:31]([Br:37])[CH:30]=1)(C)[C:25]([O-:27])=[O:26].O[C:39]1C=CC(OC2C=CC(CC(O)=O)=CC=2)=CC=1.C(N(CC)CC)C.